From a dataset of Reaction yield outcomes from USPTO patents with 853,638 reactions. Predict the reaction yield, written as a fraction of the theoretical maximum amount of product (1.0 means a 100% yield; for example, 0.34 means a 34% yield). (1) The reactants are S(O)(O)(=O)=O.[NH2:6][C:7]1[N:12]=[C:11]([NH2:13])[N:10]=[C:9]([NH2:14])[C:8]=1[NH2:15].[Cl-].[Ba+2].[Cl-].[OH:19][CH:20](O)[C:21](=O)[CH3:22].O.Cl.N[C@H](C(O)=O)CS. The catalyst is O. The product is [NH2:13][C:11]1[N:12]=[C:7]([NH2:6])[C:8]2[C:9](=[N:14][CH:22]=[C:21]([CH2:20][OH:19])[N:15]=2)[N:10]=1. The yield is 0.660. (2) The reactants are [Cl:1][C:2]1[CH:3]=[C:4]([C:12]2[O:16][N:15]=[C:14]([C:17]3[CH:22]=[CH:21][C:20]([OH:23])=[C:19](I)[CH:18]=3)[N:13]=2)[CH:5]=[CH:6][C:7]=1[O:8][CH2:9][CH2:10][CH3:11].[C:25]([C:27]1([NH:35][C:36](=[O:42])[O:37][C:38]([CH3:41])([CH3:40])[CH3:39])[CH2:32][O:31][C:30]([CH3:34])([CH3:33])[O:29][CH2:28]1)#[CH:26]. The catalyst is CN(C=O)C.CCN(C(C)C)C(C)C. The product is [Cl:1][C:2]1[CH:3]=[C:4]([C:12]2[O:16][N:15]=[C:14]([C:17]3[CH:22]=[CH:21][C:20]4[O:23][C:25]([C:27]5([NH:35][C:36](=[O:42])[O:37][C:38]([CH3:41])([CH3:40])[CH3:39])[CH2:32][O:31][C:30]([CH3:34])([CH3:33])[O:29][CH2:28]5)=[CH:26][C:19]=4[CH:18]=3)[N:13]=2)[CH:5]=[CH:6][C:7]=1[O:8][CH2:9][CH2:10][CH3:11]. The yield is 0.780. (3) The reactants are [CH2:1]([NH:8][C:9]1[CH:28]=[CH:27][C:12]([O:13][C:14]2[C:23]3[C:18](=[CH:19][C:20]([OH:26])=[C:21]([O:24][CH3:25])[CH:22]=3)[N:17]=[CH:16][CH:15]=2)=[CH:11][CH:10]=1)[C:2]1[CH:7]=[CH:6][CH:5]=[CH:4][CH:3]=1.[CH:29]1([O:34][C:35](=[O:48])[C@@H:36]([NH:40][C:41]([O:43][C:44]([CH3:47])([CH3:46])[CH3:45])=[O:42])[CH2:37][CH2:38]Br)[CH2:33][CH2:32][CH2:31][CH2:30]1.C(=O)([O-])[O-].[K+].[K+]. The catalyst is CN(C=O)C. The product is [CH:29]1([O:34][C:35](=[O:48])[C@@H:36]([NH:40][C:41]([O:43][C:44]([CH3:47])([CH3:46])[CH3:45])=[O:42])[CH2:37][CH2:38][O:26][C:20]2[CH:19]=[C:18]3[C:23]([C:14]([O:13][C:12]4[CH:27]=[CH:28][C:9]([NH:8][CH2:1][C:2]5[CH:3]=[CH:4][CH:5]=[CH:6][CH:7]=5)=[CH:10][CH:11]=4)=[CH:15][CH:16]=[N:17]3)=[CH:22][C:21]=2[O:24][CH3:25])[CH2:30][CH2:31][CH2:32][CH2:33]1. The yield is 0.680. (4) The reactants are [NH2:1][CH2:2][CH2:3][C:4]1[CH:9]=[C:8]([O:10][CH3:11])[C:7]([O:12][CH3:13])=[CH:6][C:5]=1[CH2:14][C:15]#[N:16].[C:17]([O:21][CH2:22][CH3:23])(=[O:20])[CH:18]=[CH2:19].[C:24]([OH:29])(=[O:28])[C:25]([OH:27])=[O:26]. The catalyst is C(O)C.C(OCC)(=O)C. The product is [C:24]([OH:29])(=[O:28])[C:25]([OH:27])=[O:26].[C:2]([CH2:3][C:4]1[CH:9]=[C:8]([O:10][CH3:11])[C:7]([O:12][CH3:13])=[CH:6][C:5]=1[CH2:14][CH2:15][NH:16][CH2:19][CH2:18][C:17]([O:21][CH2:22][CH3:23])=[O:20])#[N:1]. The yield is 0.740. (5) The reactants are [N:1]([CH2:4][C:5]1[CH:6]=[C:7]([CH:39]=[CH:40][CH:41]=1)[C:8]([NH:10][C:11]1[CH:16]=[CH:15][C:14]([N:17]2[CH2:22][CH2:21][CH2:20][CH2:19][CH2:18]2)=[CH:13][C:12]=1[C:23]([NH:25]/[N:26]=[CH:27]/[C:28]1[CH:33]=[CH:32][C:31]([Cl:34])=[C:30]([C:35]([F:38])([F:37])[F:36])[CH:29]=1)=[O:24])=[O:9])=[N+:2]=[N-:3].[CH2:42]([OH:46])[CH2:43][C:44]#[CH:45]. No catalyst specified. The product is [Cl:34][C:31]1[CH:32]=[CH:33][C:28](/[CH:27]=[N:26]/[NH:25][C:23]([C:12]2[CH:13]=[C:14]([N:17]3[CH2:18][CH2:19][CH2:20][CH2:21][CH2:22]3)[CH:15]=[CH:16][C:11]=2[NH:10][C:8](=[O:9])[C:7]2[CH:39]=[CH:40][CH:41]=[C:5]([CH2:4][N:1]3[CH:45]=[C:44]([CH2:43][CH2:42][OH:46])[N:3]=[N:2]3)[CH:6]=2)=[O:24])=[CH:29][C:30]=1[C:35]([F:38])([F:36])[F:37]. The yield is 0.310.